Dataset: Reaction yield outcomes from USPTO patents with 853,638 reactions. Task: Predict the reaction yield, written as a fraction of the theoretical maximum amount of product (1.0 means a 100% yield; for example, 0.34 means a 34% yield). (1) The reactants are [NH2:1][C:2]1[N:12]=[CH:11][C:10](/[CH:13]=[CH:14]/[C:15]([O:17][CH2:18][CH3:19])=[O:16])=[CH:9][C:3]=1[C:4]([O:6][CH2:7][CH3:8])=[O:5].[CH3:20][CH:21]([CH3:32])[CH2:22][C:23](O[C:23](=[O:24])[CH2:22][CH:21]([CH3:32])[CH3:20])=[O:24].CO. The catalyst is C(Cl)Cl.[NH4+].[OH-].O. The product is [CH2:18]([O:17][C:15](=[O:16])/[CH:14]=[CH:13]/[C:10]1[CH:11]=[N:12][C:2]([NH:1][C:23](=[O:24])[CH2:22][CH:21]([CH3:32])[CH3:20])=[C:3]([CH:9]=1)[C:4]([O:6][CH2:7][CH3:8])=[O:5])[CH3:19]. The yield is 0.730. (2) The yield is 0.389. The catalyst is C1C=CC([P]([Pd]([P](C2C=CC=CC=2)(C2C=CC=CC=2)C2C=CC=CC=2)([P](C2C=CC=CC=2)(C2C=CC=CC=2)C2C=CC=CC=2)[P](C2C=CC=CC=2)(C2C=CC=CC=2)C2C=CC=CC=2)(C2C=CC=CC=2)C2C=CC=CC=2)=CC=1.CCOC(C)=O. The product is [C:19]([C:2]1[CH:3]=[C:4]([C:15]([O:17][CH3:18])=[O:16])[C:5]2[C:6]([CH3:14])=[CH:7][N:8]([CH:11]([CH3:13])[CH3:12])[C:9]=2[CH:10]=1)#[N:20]. The reactants are Br[C:2]1[CH:3]=[C:4]([C:15]([O:17][CH3:18])=[O:16])[C:5]2[C:6]([CH3:14])=[CH:7][N:8]([CH:11]([CH3:13])[CH3:12])[C:9]=2[CH:10]=1.[C:19]([Zn]C#N)#[N:20].CN(C=O)C.C([O-])([O-])=O.[Na+].[Na+]. (3) The reactants are [F:1][C:2]1[CH:3]=[C:4]([CH:7]=[CH:8][CH:9]=1)[CH2:5][NH2:6].[Cl:10][C:11]1[C:20]([C:21](Cl)=[O:22])=[C:19]([CH3:24])[C:18]2[C:13](=[CH:14][C:15]([C:25]([F:28])([F:27])[F:26])=[CH:16][CH:17]=2)[N:12]=1. The catalyst is O1CCOCC1. The product is [Cl:10][C:11]1[C:20]([C:21]([NH:6][CH2:5][C:4]2[CH:7]=[CH:8][CH:9]=[C:2]([F:1])[CH:3]=2)=[O:22])=[C:19]([CH3:24])[C:18]2[C:13](=[CH:14][C:15]([C:25]([F:26])([F:28])[F:27])=[CH:16][CH:17]=2)[N:12]=1. The yield is 0.830. (4) The reactants are [CH3:1][NH:2][C:3]1[N:8]=[C:7]([CH2:9][C:10](OCC)=[O:11])[CH:6]=[CH:5][CH:4]=1.[H-].[Al+3].[Li+].[H-].[H-].[H-]. The catalyst is C1COCC1. The product is [CH3:1][NH:2][C:3]1[N:8]=[C:7]([CH2:9][CH2:10][OH:11])[CH:6]=[CH:5][CH:4]=1. The yield is 0.790. (5) The reactants are CCN(C(C)C)C(C)C.[F:10][C:11]1[CH:12]=[C:13]([CH:17]=[CH:18][CH:19]=1)[C:14](Cl)=[O:15].Cl.[Cl:21][C:22]1[CH2:26][C:25]([CH3:28])([CH3:27])[NH:24][N:23]=1. The catalyst is C(Cl)Cl. The product is [Cl:21][C:22]1[CH2:26][C:25]([CH3:28])([CH3:27])[N:24]([C:14]([C:13]2[CH:17]=[CH:18][CH:19]=[C:11]([F:10])[CH:12]=2)=[O:15])[N:23]=1. The yield is 0.370. (6) The reactants are [CH3:1][NH:2][CH2:3][C:4]1[N:5]([CH3:13])[C:6]2[C:11]([CH:12]=1)=[CH:10][CH:9]=[CH:8][CH:7]=2.[C:14](Cl)(=[O:17])[CH:15]=[CH2:16].CCN(CC)CC. The product is [CH3:1][N:2]([CH2:3][C:4]1[N:5]([CH3:13])[C:6]2[C:11]([CH:12]=1)=[CH:10][CH:9]=[CH:8][CH:7]=2)[C:14](=[O:17])[CH:15]=[CH2:16]. The catalyst is C(Cl)Cl. The yield is 0.800. (7) The reactants are [C:1]1(B(O)O)[CH:6]=[CH:5][CH:4]=[CH:3][CH:2]=1.Br[C:11]1[CH:12]=[C:13]2[O:19][C:18]([N:20]3[CH:26]4[CH2:27][CH2:28][N:23]([CH2:24][CH2:25]4)[CH2:22][CH2:21]3)=[N:17][C:14]2=[N:15][CH:16]=1. No catalyst specified. The product is [C:1]1([C:11]2[CH:12]=[C:13]3[O:19][C:18]([N:20]4[CH:26]5[CH2:25][CH2:24][N:23]([CH2:28][CH2:27]5)[CH2:22][CH2:21]4)=[N:17][C:14]3=[N:15][CH:16]=2)[CH:6]=[CH:5][CH:4]=[CH:3][CH:2]=1. The yield is 0.270.